Dataset: Full USPTO retrosynthesis dataset with 1.9M reactions from patents (1976-2016). Task: Predict the reactants needed to synthesize the given product. (1) Given the product [CH3:1][O:2][C:3]1[CH:8]=[CH:7][C:6]([C:13]2[CH:14]=[C:15]3[C:20](=[CH:21][CH:22]=2)[CH2:19][C:18](=[O:23])[CH2:17][CH2:16]3)=[CH:5][CH:4]=1, predict the reactants needed to synthesize it. The reactants are: [CH3:1][O:2][C:3]1[CH:8]=[CH:7][C:6](B(O)O)=[CH:5][CH:4]=1.Br[C:13]1[CH:14]=[C:15]2[C:20](=[CH:21][CH:22]=1)[CH2:19][C:18](=[O:23])[CH2:17][CH2:16]2. (2) Given the product [Cl:1][C:2]1[CH:10]=[C:9]([CH:8]=[CH:7][C:3]=1[C:4]([N:31]1[CH2:32][CH2:33][N:28]([CH:26]=[O:27])[CH2:29][CH2:30]1)=[O:5])[C:11]([NH:13][CH:14]([C:16]1[NH:20][C:19]2[CH:21]=[CH:22][C:23]([Cl:25])=[CH:24][C:18]=2[N:17]=1)[CH3:15])=[O:12], predict the reactants needed to synthesize it. The reactants are: [Cl:1][C:2]1[CH:10]=[C:9]([C:11]([NH:13][CH:14]([C:16]2[NH:20][C:19]3[CH:21]=[CH:22][C:23]([Cl:25])=[CH:24][C:18]=3[N:17]=2)[CH3:15])=[O:12])[CH:8]=[CH:7][C:3]=1[C:4](O)=[O:5].[CH:26]([N:28]1[CH2:33][CH2:32][NH:31][CH2:30][CH2:29]1)=[O:27].F[P-](F)(F)(F)(F)F.FC1C(OC(N(C)C)=[N+](C)C)=C(F)C(F)=C(F)C=1F.C(N(C(C)C)CC)(C)C.ClCl. (3) Given the product [CH3:1][S:2]([NH:5][C:6]1[CH:14]=[CH:13][CH:12]=[C:11]2[C:7]=1[C:8](=[O:24])[N:9]([CH2:16][C:17]([OH:19])=[O:18])[C:10]2=[O:15])(=[O:3])=[O:4], predict the reactants needed to synthesize it. The reactants are: [CH3:1][S:2]([NH:5][C:6]1[CH:14]=[CH:13][CH:12]=[C:11]2[C:7]=1[C:8](=[O:24])[N:9]([CH2:16][C:17]([O:19]C(C)(C)C)=[O:18])[C:10]2=[O:15])(=[O:4])=[O:3].C(O)(C(F)(F)F)=O. (4) The reactants are: [O:1]=[C:2]1[C:26]2[C:21](=[CH:22][CH:23]=[CH:24][CH:25]=2)[O:20][C:4]2([CH2:9][CH2:8][N:7]([C:10]([O:12][CH2:13][C:14]3[CH:19]=[CH:18][CH:17]=[CH:16][CH:15]=3)=[O:11])[CH2:6][CH2:5]2)[CH2:3]1.C(O)(C)C.CB1N2CCC[C@H]2C(C2C=CC=CC=2)(C2C=CC=CC=2)O1.C(=O)=O. Given the product [OH:1][C@H:2]1[C:26]2[C:21](=[CH:22][CH:23]=[CH:24][CH:25]=2)[O:20][C:4]2([CH2:9][CH2:8][N:7]([C:10]([O:12][CH2:13][C:14]3[CH:19]=[CH:18][CH:17]=[CH:16][CH:15]=3)=[O:11])[CH2:6][CH2:5]2)[CH2:3]1, predict the reactants needed to synthesize it. (5) Given the product [CH3:18][O:19][C:20]1[CH:26]=[C:25]([O:27][CH:28]2[CH2:33][CH2:32][N:31]([CH3:34])[CH2:30][CH2:29]2)[CH:24]=[CH:23][C:21]=1[NH:22][C:2]1[N:3]=[CH:4][C:5]2[C:10]([CH:11]=1)=[C:9]([C:12]1[CH:13]=[N:14][N:15]([CH3:17])[CH:16]=1)[CH:8]=[CH:7][CH:6]=2, predict the reactants needed to synthesize it. The reactants are: Cl[C:2]1[N:3]=[CH:4][C:5]2[C:10]([CH:11]=1)=[C:9]([C:12]1[CH:13]=[N:14][N:15]([CH3:17])[CH:16]=1)[CH:8]=[CH:7][CH:6]=2.[CH3:18][O:19][C:20]1[CH:26]=[C:25]([O:27][CH:28]2[CH2:33][CH2:32][N:31]([CH3:34])[CH2:30][CH2:29]2)[CH:24]=[CH:23][C:21]=1[NH2:22]. (6) The reactants are: [CH3:1][O:2][C:3]1[CH:4]=[C:5]([CH:8]=[C:9]([O:11][CH3:12])[CH:10]=1)[CH2:6][OH:7].[Cl:13][C:14]1[CH:19]=[N:18][CH:17]=[C:16](Cl)[N:15]=1.O=[O+][O-]. Given the product [Cl:13][C:14]1[CH:19]=[N:18][CH:17]=[C:16]([O:7][CH2:6][C:5]2[CH:8]=[C:9]([O:11][CH3:12])[CH:10]=[C:3]([O:2][CH3:1])[CH:4]=2)[N:15]=1, predict the reactants needed to synthesize it. (7) Given the product [S:2]([OH:5])(=[O:4])(=[O:3])[CH3:1].[Cl:6][C:7]1[CH:8]=[CH:9][C:10]2[CH2:16][CH2:15][NH:14][CH2:13][C@H:12]([CH3:17])[C:11]=2[CH:18]=1, predict the reactants needed to synthesize it. The reactants are: [CH3:1][S:2]([OH:5])(=[O:4])=[O:3].[Cl:6][C:7]1[CH:8]=[CH:9][C:10]2[CH2:16][CH2:15][NH:14][CH2:13][C@H:12]([CH3:17])[C:11]=2[CH:18]=1.C(OC(C)C)(=O)C.